This data is from Catalyst prediction with 721,799 reactions and 888 catalyst types from USPTO. The task is: Predict which catalyst facilitates the given reaction. (1) Reactant: C([O:4][CH2:5][C:6]1[NH:7][C:8](=[O:32])[C:9]2[S:14][C:13]([N:15]3[CH2:20][CH2:19][CH:18]([O:21][C:22]4[CH:27]=[CH:26][CH:25]=[CH:24][C:23]=4[C:28]([F:31])([F:30])[F:29])[CH2:17][CH2:16]3)=[N:12][C:10]=2[N:11]=1)(=O)C.[O-]CC.[Na+]. Product: [OH:4][CH2:5][C:6]1[NH:7][C:8](=[O:32])[C:9]2[S:14][C:13]([N:15]3[CH2:16][CH2:17][CH:18]([O:21][C:22]4[CH:27]=[CH:26][CH:25]=[CH:24][C:23]=4[C:28]([F:29])([F:31])[F:30])[CH2:19][CH2:20]3)=[N:12][C:10]=2[N:11]=1. The catalyst class is: 8. (2) Reactant: [Cl:1][C:2]1[CH:3]=[C:4]2[C:9](=[CH:10][C:11]=1[O:12][CH2:13][CH:14]1[CH2:17][C:16]([F:19])([F:18])[CH2:15]1)[NH:8][C:7](=[O:20])[C:6](/[CH:21]=[N:22]/[S:23]([C:25]([CH3:28])([CH3:27])[CH3:26])=[O:24])=[CH:5]2.[CH2:29](Cl)Cl.C[Mg]Br.O. Product: [Cl:1][C:2]1[CH:3]=[C:4]2[C:9](=[CH:10][C:11]=1[O:12][CH2:13][CH:14]1[CH2:17][C:16]([F:18])([F:19])[CH2:15]1)[NH:8][C:7](=[O:20])[C:6]([CH:21]([NH:22][S:23]([C:25]([CH3:28])([CH3:27])[CH3:26])=[O:24])[CH3:29])=[CH:5]2. The catalyst class is: 25. (3) Reactant: I[C:2]1[N:10]=[C:9]2[C:5]([N:6]=[CH:7][N:8]2[CH2:11][C:12]2[CH:17]=[CH:16][CH:15]=[C:14]([CH2:18][C:19]([O:21][CH3:22])=[O:20])[CH:13]=2)=[C:4]([NH2:23])[N:3]=1.[Br-].[CH:25]1([Zn+])[CH2:29][CH2:28][CH2:27][CH2:26]1.[Cl-].[NH4+]. Product: [CH:25]1([C:2]2[N:10]=[C:9]3[C:5]([N:6]=[CH:7][N:8]3[CH2:11][C:12]3[CH:17]=[CH:16][CH:15]=[C:14]([CH2:18][C:19]([O:21][CH3:22])=[O:20])[CH:13]=3)=[C:4]([NH2:23])[N:3]=2)[CH2:29][CH2:28][CH2:27][CH2:26]1. The catalyst class is: 176. (4) Reactant: [O:1]=[C:2]1[O:6][C@H:5]([C@@H:7]([NH:15][C:16](=[O:22])[O:17][C:18]([CH3:21])([CH3:20])[CH3:19])[CH2:8][C:9]2[CH:14]=[CH:13][CH:12]=[CH:11][CH:10]=2)[CH2:4][CH2:3]1.Br[CH2:24][C:25]1[CH:30]=[CH:29][C:28]([C:31]2[CH:36]=[CH:35][CH:34]=[CH:33][N:32]=2)=[CH:27][CH:26]=1.[O-]CC.[Na+].O.[OH-].[Li+].C(O)(=O)C. Product: [O:1]=[C:2]1[O:6][C@H:5]([C@@H:7]([NH:15][C:16](=[O:22])[O:17][C:18]([CH3:19])([CH3:21])[CH3:20])[CH2:8][C:9]2[CH:10]=[CH:11][CH:12]=[CH:13][CH:14]=2)[CH2:4][CH:3]1[CH2:24][C:25]1[CH:26]=[CH:27][C:28]([C:31]2[CH:36]=[CH:35][CH:34]=[CH:33][N:32]=2)=[CH:29][CH:30]=1. The catalyst class is: 40.